Dataset: Reaction yield outcomes from USPTO patents with 853,638 reactions. Task: Predict the reaction yield, written as a fraction of the theoretical maximum amount of product (1.0 means a 100% yield; for example, 0.34 means a 34% yield). (1) The product is [CH3:1][C:2]1[C:3]([CH2:8][N:9]([CH2:15][C:16]2[C:21]([CH3:22])=[CH:20][CH:19]=[CH:18][N:17]=2)[CH2:10][CH2:11][CH2:12][CH2:13][NH:14][C:29]#[N:28])=[N:4][CH:5]=[CH:6][CH:7]=1. The catalyst is CO. The yield is 0.740. The reactants are [CH3:1][C:2]1[C:3]([CH2:8][N:9]([CH2:15][C:16]2[C:21]([CH3:22])=[CH:20][CH:19]=[CH:18][N:17]=2)[CH2:10][CH2:11][CH2:12][CH2:13][NH2:14])=[N:4][CH:5]=[CH:6][CH:7]=1.CC([O-])=O.[Na+].[N:28]#[C:29]Br.O. (2) The reactants are [OH:1][CH2:2][CH2:3][N:4]1[C:8](=[O:9])[C:7]2=[CH:10][CH:11]=[CH:12][CH:13]=[C:6]2[C:5]1=[O:14].C(N(CC)CC)C.[Br:22][C:23]([CH3:28])([CH3:27])[C:24](Br)=[O:25].O. The catalyst is C1COCC1. The product is [C:8]1(=[O:9])[N:4]([CH2:3][CH2:2][O:1][C:24](=[O:25])[C:23]([Br:22])([CH3:28])[CH3:27])[C:5](=[O:14])[C:6]2=[CH:13][CH:12]=[CH:11][CH:10]=[C:7]12. The yield is 0.758.